This data is from Forward reaction prediction with 1.9M reactions from USPTO patents (1976-2016). The task is: Predict the product of the given reaction. Given the reactants [CH:1]1([C:4]([N:6]2[CH2:10][CH2:9][C@@H:8]([CH2:11][NH:12][C:13]3[C:18]([NH2:19])=[CH:17][CH:16]=[C:15]([O:20][CH3:21])[N:14]=3)[CH2:7]2)=[O:5])[CH2:3][CH2:2]1.[Br:22][C:23]1[CH:30]=[CH:29][C:26]([CH:27]=O)=[CH:25][CH:24]=1, predict the reaction product. The product is: [Br:22][C:23]1[CH:30]=[CH:29][C:26]([C:27]2[N:12]([CH2:11][C@@H:8]3[CH2:9][CH2:10][N:6]([C:4]([CH:1]4[CH2:3][CH2:2]4)=[O:5])[CH2:7]3)[C:13]3=[N:14][C:15]([O:20][CH3:21])=[CH:16][CH:17]=[C:18]3[N:19]=2)=[CH:25][CH:24]=1.